Dataset: Reaction yield outcomes from USPTO patents with 853,638 reactions. Task: Predict the reaction yield, written as a fraction of the theoretical maximum amount of product (1.0 means a 100% yield; for example, 0.34 means a 34% yield). (1) The product is [F:21][C:22]([F:32])([F:33])[C:23]1[CH:28]=[CH:27][CH:26]=[CH:25][C:24]=1[NH:29][C:30](=[O:31])[NH:1][C:2]1[CH:3]=[CH:4][C:5]([CH2:8][C:9]([O:11][CH2:12][CH3:13])=[O:10])=[CH:6][CH:7]=1. The reactants are [NH2:1][C:2]1[CH:7]=[CH:6][C:5]([CH2:8][C:9]([O:11][CH2:12][CH3:13])=[O:10])=[CH:4][CH:3]=1.CCN(CC)CC.[F:21][C:22]([F:33])([F:32])[C:23]1[CH:28]=[CH:27][CH:26]=[CH:25][C:24]=1[N:29]=[C:30]=[O:31]. The yield is 0.840. The catalyst is C1COCC1. (2) The reactants are [F:1][C:2]1[CH:7]=[C:6]([F:8])[CH:5]=[CH:4][C:3]=1[N:9]1[C:13]([C:14]2[S:23][C:22]3[C:21]4[N:24]=[C:25]([NH:28]CC5C=CC(OC)=CC=5)[CH:26]=[CH:27][C:20]=4[O:19][CH2:18][CH2:17][C:16]=3[CH:15]=2)=[N:12][CH:11]=[N:10]1. The catalyst is C(O)(C(F)(F)F)=O. The product is [F:1][C:2]1[CH:7]=[C:6]([F:8])[CH:5]=[CH:4][C:3]=1[N:9]1[C:13]([C:14]2[S:23][C:22]3[C:21]4[N:24]=[C:25]([NH2:28])[CH:26]=[CH:27][C:20]=4[O:19][CH2:18][CH2:17][C:16]=3[CH:15]=2)=[N:12][CH:11]=[N:10]1. The yield is 0.870.